This data is from NCI-60 drug combinations with 297,098 pairs across 59 cell lines. The task is: Regression. Given two drug SMILES strings and cell line genomic features, predict the synergy score measuring deviation from expected non-interaction effect. (1) Drug 1: CN(CCCl)CCCl.Cl. Drug 2: CC1=C(C(=O)C2=C(C1=O)N3CC4C(C3(C2COC(=O)N)OC)N4)N. Cell line: RXF 393. Synergy scores: CSS=9.19, Synergy_ZIP=-3.27, Synergy_Bliss=-0.850, Synergy_Loewe=-1.35, Synergy_HSA=-1.06. (2) Drug 1: C1CC(=O)NC(=O)C1N2CC3=C(C2=O)C=CC=C3N. Drug 2: C1CNP(=O)(OC1)N(CCCl)CCCl. Cell line: RPMI-8226. Synergy scores: CSS=7.94, Synergy_ZIP=-3.54, Synergy_Bliss=1.58, Synergy_Loewe=1.48, Synergy_HSA=2.19. (3) Drug 1: C1=CC(=CC=C1CCC2=CNC3=C2C(=O)NC(=N3)N)C(=O)NC(CCC(=O)O)C(=O)O. Cell line: HCT-15. Drug 2: CNC(=O)C1=NC=CC(=C1)OC2=CC=C(C=C2)NC(=O)NC3=CC(=C(C=C3)Cl)C(F)(F)F. Synergy scores: CSS=49.1, Synergy_ZIP=-5.52, Synergy_Bliss=-6.40, Synergy_Loewe=-10.8, Synergy_HSA=-2.91. (4) Drug 1: CC1=C2C(C(=O)C3(C(CC4C(C3C(C(C2(C)C)(CC1OC(=O)C(C(C5=CC=CC=C5)NC(=O)C6=CC=CC=C6)O)O)OC(=O)C7=CC=CC=C7)(CO4)OC(=O)C)O)C)OC(=O)C. Drug 2: CC=C1C(=O)NC(C(=O)OC2CC(=O)NC(C(=O)NC(CSSCCC=C2)C(=O)N1)C(C)C)C(C)C. Cell line: SK-OV-3. Synergy scores: CSS=26.0, Synergy_ZIP=-5.45, Synergy_Bliss=-2.08, Synergy_Loewe=-10.6, Synergy_HSA=1.01.